Dataset: Forward reaction prediction with 1.9M reactions from USPTO patents (1976-2016). Task: Predict the product of the given reaction. (1) Given the reactants [N+:1]([C:4]1[CH:15]=[CH:14][C:7]([CH2:8][CH:9]([C:12]#[N:13])[C:10]#[N:11])=[CH:6][CH:5]=1)([O-:3])=[O:2].[H-].[Na+].Br[CH2:19][CH2:20][C:21]([F:24])([F:23])[F:22], predict the reaction product. The product is: [N+:1]([C:4]1[CH:5]=[CH:6][C:7]([CH2:8][C:9]([CH2:19][CH2:20][C:21]([F:24])([F:23])[F:22])([C:10]#[N:11])[C:12]#[N:13])=[CH:14][CH:15]=1)([O-:3])=[O:2]. (2) The product is: [NH2:7][C:8]1[N:9]=[C:10]([CH3:22])[C:11]2[CH:17]=[C:16]([C:25]3[C:24]([CH3:23])=[CH:28][S:27][CH:26]=3)[C:15](=[O:19])[N:14]([CH2:20][CH3:21])[C:12]=2[N:13]=1. Given the reactants O1CCOCC1.[NH2:7][C:8]1[N:9]=[C:10]([CH3:22])[C:11]2[CH:17]=[C:16](Br)[C:15](=[O:19])[N:14]([CH2:20][CH3:21])[C:12]=2[N:13]=1.[CH3:23][C:24]1[C:25](B(O)O)=[CH:26][S:27][CH:28]=1.C([O-])([O-])=O.[K+].[K+], predict the reaction product.